From a dataset of Full USPTO retrosynthesis dataset with 1.9M reactions from patents (1976-2016). Predict the reactants needed to synthesize the given product. (1) Given the product [Cl:1][C:2]1[NH:3][C:4]2[CH:11]=[CH:10][CH:9]=[CH:8][C:5]=2[N:6]=1, predict the reactants needed to synthesize it. The reactants are: [Cl:1][C:2]1[N:6](C)[C:5]2[CH:8]=[C:9](C#N)[CH:10]=[CH:11][C:4]=2[N:3]=1.CN1C2C=C(C#N)C=CC=2NC1=O. (2) Given the product [CH:33]([C:32]1[O:21][C:19]([CH:16]2[CH2:15][CH2:14][N:13]([CH:9]3[CH2:10][CH2:11][CH2:12][N:6]([C:4]([O:3][CH2:1][CH3:2])=[O:5])[CH2:7][CH2:8]3)[CH2:18][CH2:17]2)=[N:38][N:37]=1)([CH3:46])[CH3:34], predict the reactants needed to synthesize it. The reactants are: [CH2:1]([O:3][C:4]([N:6]1[CH2:12][CH2:11][CH2:10][CH:9]([N:13]2[CH2:18][CH2:17][CH:16]([C:19]([OH:21])=O)[CH2:15][CH2:14]2)[CH2:8][CH2:7]1)=[O:5])[CH3:2].CN(C(ON1[N:38]=[N:37][C:32]2[CH:33]=[CH:34]C=NC1=2)=[N+](C)C)C.F[P-](F)(F)(F)(F)F.[C:46](=NO)(N)C(C)C.CCN(C(C)C)C(C)C.CC[N+](S(N=C(OC)[O-])(=O)=O)(CC)CC. (3) Given the product [NH2:15][C@H:12]([C:6]1[N:5]([C@@H:23]2[CH2:25][C@@H:24]2[F:26])[C:4](=[O:27])[C:3]2[C:8](=[CH:9][CH:10]=[CH:11][C:2]=2[Cl:1])[N:7]=1)[CH2:13][CH3:14], predict the reactants needed to synthesize it. The reactants are: [Cl:1][C:2]1[CH:11]=[CH:10][CH:9]=[C:8]2[C:3]=1[C:4](=[O:27])[N:5]([C@@H:23]1[CH2:25][C@@H:24]1[F:26])[C:6]([C@@H:12]([NH:15]C(=O)OC(C)(C)C)[CH2:13][CH3:14])=[N:7]2.Cl.